This data is from Forward reaction prediction with 1.9M reactions from USPTO patents (1976-2016). The task is: Predict the product of the given reaction. (1) Given the reactants [NH2:1][C:2]1[CH:3]=[C:4]([CH:8]=[CH:9][C:10]=1[CH2:11][CH:12]([CH3:14])[CH3:13])[C:5]([NH2:7])=[O:6].[C:15](Cl)(Cl)=[S:16], predict the reaction product. The product is: [CH2:11]([C:10]1[CH:9]=[CH:8][C:4]([C:5]([NH2:7])=[O:6])=[CH:3][C:2]=1[N:1]=[C:15]=[S:16])[CH:12]([CH3:14])[CH3:13]. (2) The product is: [NH2:28][C:14]1[CH:15]=[C:16]([NH:19][C:20]2[CH:25]=[CH:24][C:23]([F:26])=[CH:22][C:21]=2[CH3:27])[CH:17]=[CH:18][C:13]=1[C:11]([C:9]1[CH:10]=[C:5]([O:4][CH2:3][CH:2]([OH:1])[CH2:32][OH:33])[CH:6]=[CH:7][C:8]=1[CH3:31])=[O:12]. Given the reactants [OH:1][CH:2]([CH2:32][OH:33])[CH2:3][O:4][C:5]1[CH:6]=[CH:7][C:8]([CH3:31])=[C:9]([C:11]([C:13]2[CH:18]=[CH:17][C:16]([NH:19][C:20]3[CH:25]=[CH:24][C:23]([F:26])=[CH:22][C:21]=3[CH3:27])=[CH:15][C:14]=2[N+:28]([O-])=O)=[O:12])[CH:10]=1, predict the reaction product. (3) Given the reactants [CH3:1][O:2][C:3]1[CH:12]=[CH:11][C:10]([CH2:13]O)=[CH:9][C:4]=1[C:5]([O:7][CH3:8])=[O:6].C(N(CC)C(C)C)(C)C.CS([Cl:28])(=O)=O, predict the reaction product. The product is: [CH3:1][O:2][C:3]1[CH:12]=[CH:11][C:10]([CH2:13][Cl:28])=[CH:9][C:4]=1[C:5]([O:7][CH3:8])=[O:6].